Task: Predict the reactants needed to synthesize the given product.. Dataset: Full USPTO retrosynthesis dataset with 1.9M reactions from patents (1976-2016) (1) Given the product [CH2:14]([O:13][CH:4]([O:3][CH2:1][CH3:2])[C:5]1[CH:12]=[CH:11][C:8]([CH2:9][OH:10])=[CH:7][CH:6]=1)[CH3:15], predict the reactants needed to synthesize it. The reactants are: [CH2:1]([O:3][CH:4]([O:13][CH2:14][CH3:15])[C:5]1[CH:12]=[CH:11][C:8]([CH:9]=[O:10])=[CH:7][CH:6]=1)[CH3:2].[BH4-].[Na+]. (2) Given the product [F:44][C:30]1[CH:31]=[C:32]([C:2]2[C:3]3[C:4]4[CH:18]=[CH:17][S:16][C:5]=4[C:6](=[O:15])[NH:7][C:8]=3[C:9]([CH3:14])=[CH:10][C:11]=2[O:12][CH3:13])[CH:33]=[CH:34][C:29]=1[C@H:27]([CH3:28])[CH2:26][NH:25][C:24](=[O:45])[O:23][C:19]([CH3:21])([CH3:20])[CH3:22], predict the reactants needed to synthesize it. The reactants are: Br[C:2]1[C:3]2[C:4]3[CH:18]=[CH:17][S:16][C:5]=3[C:6](=[O:15])[NH:7][C:8]=2[C:9]([CH3:14])=[CH:10][C:11]=1[O:12][CH3:13].[C:19]([O:23][C:24](=[O:45])[NH:25][CH2:26][C@H:27]([C:29]1[CH:34]=[CH:33][C:32](B2OC(C)(C)C(C)(C)O2)=[CH:31][C:30]=1[F:44])[CH3:28])([CH3:22])([CH3:21])[CH3:20]. (3) Given the product [C:29]([O:28][C@@H:23]1[CH2:22][C@@:20]2([CH3:21])[C@@H:16]([CH2:17][CH2:18][C:19]2=[O:32])[C@H:15]2[C@H:24]1[C:25]1[CH:26]=[CH:27][C:10]([OH:9])=[CH:11][C:12]=1[CH2:13][CH2:14]2)(=[O:31])[CH3:30], predict the reactants needed to synthesize it. The reactants are: C(=O)(O)[O-].[Na+].C([O:9][C:10]1[CH:27]=[CH:26][C:25]2[C@@H:24]3[C@H:15]([C@H:16]4[C@@:20]([CH2:22][C@H:23]3[O:28][C:29](=[O:31])[CH3:30])([CH3:21])[C:19](=[O:32])[CH2:18][CH2:17]4)[CH2:14][CH2:13][C:12]=2[CH:11]=1)(=O)C.O.Cl. (4) Given the product [CH:29]([N:32]1[CH2:37][CH2:36][N:35]([C:13]([C:12]2[CH:11]=[CH:10][C:9]([CH2:8][N:2]3[CH2:3][CH2:4][O:5][CH2:6][CH2:7]3)=[CH:17][CH:16]=2)=[O:15])[CH2:34][CH2:33]1)([CH3:31])[CH3:30], predict the reactants needed to synthesize it. The reactants are: Cl.[N:2]1([CH2:8][C:9]2[CH:17]=[CH:16][C:12]([C:13]([OH:15])=O)=[CH:11][CH:10]=2)[CH2:7][CH2:6][O:5][CH2:4][CH2:3]1.O.ON1C2C=CC=CC=2N=N1.[CH:29]([N:32]1[CH2:37][CH2:36][NH:35][CH2:34][CH2:33]1)([CH3:31])[CH3:30].Cl.CN(C)CCCN=C=NCC.C(=O)([O-])[O-].[Na+].[Na+]. (5) Given the product [F:10][C:9]1([F:11])[C:18]2([OH:23])[CH2:19][CH2:20][CH2:21][CH2:22][CH:17]2[O:13][C:8]1([C:7]([F:15])([F:14])[F:6])[OH:25], predict the reactants needed to synthesize it. The reactants are: C([Li])CCC.[F:6][C:7]([F:15])([F:14])[CH:8]([OH:13])[C:9](F)([F:11])[F:10].Br[CH:17]1[CH2:22][CH2:21][CH2:20][CH2:19][C:18]1=[O:23].Cl.[OH-:25].[Na+]. (6) Given the product [C:7]([O:11][C:12](=[O:13])[NH:14][C@@H:15]1[CH2:19][CH2:18][CH2:17][C@@H:16]1[CH2:20][OH:21])([CH3:10])([CH3:8])[CH3:9], predict the reactants needed to synthesize it. The reactants are: [H-].[H-].[H-].[H-].[Li+].[Al+3].[C:7]([O:11][C:12]([NH:14][C@@H:15]1[CH2:19][CH2:18][CH2:17][C@@H:16]1[C:20](OC)=[O:21])=[O:13])([CH3:10])([CH3:9])[CH3:8].O.